From a dataset of Full USPTO retrosynthesis dataset with 1.9M reactions from patents (1976-2016). Predict the reactants needed to synthesize the given product. Given the product [Cl:11][C:13]1[C:12]([CH:4]=[O:5])=[CH:6][C:21]2[C:16](=[CH:17][C:18]([F:23])=[C:19]([F:22])[CH:20]=2)[N:15]=1, predict the reactants needed to synthesize it. The reactants are: CN([CH:4]=[O:5])C.[CH3:6][N+](C)=CCl.[Cl-:11].[CH3:12][C:13]([NH:15][C:16]1[CH:21]=[CH:20][C:19]([F:22])=[C:18]([F:23])[CH:17]=1)=O.